From a dataset of Ames mutagenicity test results for genotoxicity prediction. Regression/Classification. Given a drug SMILES string, predict its toxicity properties. Task type varies by dataset: regression for continuous values (e.g., LD50, hERG inhibition percentage) or binary classification for toxic/non-toxic outcomes (e.g., AMES mutagenicity, cardiotoxicity, hepatotoxicity). Dataset: ames. (1) The drug is O=Nc1cc2c(cc1O)OCO2. The result is 1 (mutagenic). (2) The compound is CC(=O)OC1(C(C)=O)CCC2C3CC(C)=C4CC(=O)CCC4(C)C3CCC21C. The result is 0 (non-mutagenic).